Task: Predict the product of the given reaction.. Dataset: Forward reaction prediction with 1.9M reactions from USPTO patents (1976-2016) (1) Given the reactants [H-].[Na+].[CH3:3][N:4]([C:15](=[O:27])[CH2:16][C:17]1[CH:22]=[CH:21][CH:20]=[CH:19][C:18]=1[C:23]([F:26])([F:25])[F:24])[C:5]1[C:6]([C:11](OC)=[O:12])=[N:7][CH:8]=[CH:9][CH:10]=1, predict the reaction product. The product is: [OH:12][C:11]1[C:6]2[C:5](=[CH:10][CH:9]=[CH:8][N:7]=2)[N:4]([CH3:3])[C:15](=[O:27])[C:16]=1[C:17]1[CH:22]=[CH:21][CH:20]=[CH:19][C:18]=1[C:23]([F:26])([F:25])[F:24]. (2) Given the reactants C([N-][CH:5]([CH3:7])[CH3:6])(C)C.[Li+].[C:9]([O:14][CH2:15][CH3:16])(=[O:13])[CH:10]([CH3:12])[CH3:11].Br[CH2:18][C:19]1[CH:20]=[C:21]([CH:32]=[CH:33][CH:34]=1)[C:22]([C:24]1[CH:29]=[CH:28][CH:27]=[C:26]([CH2:30]Br)[CH:25]=1)=[O:23].[CH3:35][O:36][CH2:37][C:38]1C=CC=C(Br)C=1.CN1C(=[O:52])N(C)CCC1, predict the reaction product. The product is: [CH2:37]([O:36][C:35](=[O:52])[C:5]([CH3:6])([CH3:7])[CH2:18][C:19]1[CH:34]=[CH:33][CH:32]=[C:21]([C:22](=[O:23])[C:24]2[CH:29]=[CH:28][CH:27]=[C:26]([CH2:30][C:10]([C:9]([O:14][CH2:15][CH3:16])=[O:13])([CH3:12])[CH3:11])[CH:25]=2)[CH:20]=1)[CH3:38]. (3) Given the reactants C([O-])(=O)C.[Na+].II.[CH3:8][CH2:9][C@@H:10]([OH:57])[C@@:11]([OH:56])([C@@H:13]1[O:26][C:24](=[O:25])[C@H:23]([CH3:27])[C@@H:22]([O:28][C@@H:29]2[O:34][C@@H:33]([CH3:35])[C@H:32]([OH:36])[C@@:31]([O:38][CH3:39])([CH3:37])[CH2:30]2)[C@H:21]([CH3:40])[C@@H:20]([O:41][C@@H:42]2[O:47][C@H:46]([CH3:48])[CH2:45][C@H:44]([N:49](C)[CH3:50])[C@H:43]2[OH:52])[C@:18]2([CH3:53])[O:19][C:15](=[C:16]([CH3:54])[CH2:17]2)[C@@H:14]1[CH3:55])[CH3:12].[OH-].[Na+], predict the reaction product. The product is: [CH3:8][CH2:9][C@@H:10]([OH:57])[C@@:11]([OH:56])([C@H:13]1[O:26][C:24](=[O:25])[C@H:23]([CH3:27])[C@@H:22]([O:28][C@@H:29]2[O:34][C@@H:33]([CH3:35])[C@H:32]([OH:36])[C@@:31]([O:38][CH3:39])([CH3:37])[CH2:30]2)[C@H:21]([CH3:40])[C@@H:20]([O:41][C@@H:42]2[O:47][C@H:46]([CH3:48])[CH2:45][C@H:44]([NH:49][CH3:50])[C@H:43]2[OH:52])[C@:18]2([CH3:53])[O:19][C:15](=[C:16]([CH3:54])[CH2:17]2)[C@@H:14]1[CH3:55])[CH3:12]. (4) Given the reactants C(N(CC)C1C=CC=CC=1)C.P(Cl)(Cl)([Cl:14])=O.[CH2:17]([O:19][C:20]([N:22]1[CH2:27][CH2:26][CH:25]([C:28]2[NH:29][C:30]3[N:31]([N:35]=[CH:36][CH:37]=3)[C:32](=O)[CH:33]=2)[CH2:24][CH2:23]1)=[O:21])[CH3:18], predict the reaction product. The product is: [CH2:17]([O:19][C:20]([N:22]1[CH2:27][CH2:26][CH:25]([C:28]2[CH:33]=[C:32]([Cl:14])[N:31]3[N:35]=[CH:36][CH:37]=[C:30]3[N:29]=2)[CH2:24][CH2:23]1)=[O:21])[CH3:18].